The task is: Predict the reactants needed to synthesize the given product.. This data is from Full USPTO retrosynthesis dataset with 1.9M reactions from patents (1976-2016). (1) Given the product [C:43]([O:47][C:48]([N:50]1[CH:55]([C:56]2[NH:60][C:59]3[CH:61]=[C:62]([C:29]4[CH:28]=[CH:27][C:26]5[C:31](=[CH:32][CH:33]=[C:24]([C:21]6[CH:22]=[CH:23][C:18]([C:15]7[NH:14][C:13]([CH:9]8[CH2:10][CH2:11][CH2:12][N:8]8[C:6]([O:5][C:1]([CH3:4])([CH3:3])[CH3:2])=[O:7])=[N:17][CH:16]=7)=[CH:19][CH:20]=6)[CH:25]=5)[CH:30]=4)[CH:63]=[CH:64][C:58]=3[N:57]=2)[CH:54]2[CH2:66][CH:51]1[CH2:52][CH2:53]2)=[O:49])([CH3:46])([CH3:45])[CH3:44], predict the reactants needed to synthesize it. The reactants are: [C:1]([O:5][C:6]([N:8]1[CH2:12][CH2:11][CH2:10][CH:9]1[C:13]1[NH:14][C:15]([C:18]2[CH:23]=[CH:22][C:21]([C:24]3[CH:33]=[CH:32][C:31]4[C:26](=[CH:27][CH:28]=[C:29](B5OC(C)(C)C(C)(C)O5)[CH:30]=4)[CH:25]=3)=[CH:20][CH:19]=2)=[CH:16][N:17]=1)=[O:7])([CH3:4])([CH3:3])[CH3:2].[C:43]([O:47][C:48]([N:50]1[CH:55]([C:56]2[NH:60][C:59]3[CH:61]=[C:62](Br)[CH:63]=[CH:64][C:58]=3[N:57]=2)[CH:54]2[CH2:66][CH:51]1[CH2:52][CH2:53]2)=[O:49])([CH3:46])([CH3:45])[CH3:44].C(=O)([O-])[O-].[K+].[K+]. (2) Given the product [CH2:12]([O:10][CH2:3][CH:2]1[O:9][CH2:1]1)[CH:14]1[O:16][CH2:15]1, predict the reactants needed to synthesize it. The reactants are: [CH2:1]([OH:9])[CH2:2][CH2:3]CCCCC.[OH-:10].[Na+].[CH2:12]([CH:14]1[O:16][CH2:15]1)Cl.[Cl-].[Na+]. (3) Given the product [NH2:13][C:10]1[C:9]([O:14][CH2:15][CH:16]2[CH2:21][CH2:20][N:19]([C:25]3[N:24]=[C:23]([Cl:22])[N:28]=[C:27]([C:29]([O:31][CH3:32])=[O:30])[CH:26]=3)[CH2:18][CH2:17]2)=[CH:8][C:7]([C:6]2[N:2]([CH3:1])[N:3]=[N:4][CH:5]=2)=[CH:12][N:11]=1, predict the reactants needed to synthesize it. The reactants are: [CH3:1][N:2]1[C:6]([C:7]2[CH:8]=[C:9]([O:14][CH2:15][CH:16]3[CH2:21][CH2:20][NH:19][CH2:18][CH2:17]3)[C:10]([NH2:13])=[N:11][CH:12]=2)=[CH:5][N:4]=[N:3]1.[Cl:22][C:23]1[N:28]=[C:27]([C:29]([O:31][CH3:32])=[O:30])[CH:26]=[C:25](Cl)[N:24]=1.CCN(C(C)C)C(C)C.CCOC(C)=O. (4) Given the product [OH2:18].[ClH:2].[Cl:2][C:3]1[CH:4]=[CH:5][C:6]2[CH2:12][CH2:11][NH:10][CH2:9][C@H:8]([CH3:13])[C:7]=2[CH:14]=1.[Cl:2][C:3]1[CH:4]=[CH:5][C:6]2[CH2:12][CH2:11][NH:10][CH2:9][C@H:8]([CH3:13])[C:7]=2[CH:14]=1.[ClH:1], predict the reactants needed to synthesize it. The reactants are: [ClH:1].[Cl:2][C:3]1[CH:4]=[CH:5][C:6]2[CH2:12][CH2:11][NH:10][CH2:9][C@H:8]([CH3:13])[C:7]=2[CH:14]=1.C([OH:18])(C)C.O. (5) Given the product [CH3:44][C:35]1[C:36]([C:40]([F:41])([F:42])[F:43])=[CH:37][CH:38]=[CH:39][C:34]=1[CH2:17][NH:16][C:15]1[N:21]=[C:12]([N:6]2[CH2:11][CH2:10][O:9][CH2:8][CH2:7]2)[S:13][C:14]=1[C:19]([NH2:18])=[O:20], predict the reactants needed to synthesize it. The reactants are: C([Mg]Cl)(C)C.[N:6]1([C:12]2[S:13][C:14]3[C:19](=[O:20])[N:18]=[CH:17][NH:16][C:15]=3[N:21]=2)[CH2:11][CH2:10][O:9][CH2:8][CH2:7]1.[Li+].C[Si]([N-][Si](C)(C)C)(C)C.BrC[C:34]1[CH:39]=[CH:38][CH:37]=[C:36]([C:40]([F:43])([F:42])[F:41])[C:35]=1[CH3:44].[OH-].[Na+]. (6) The reactants are: Cl[C:2]1[N:7]=[C:6]([C:8]2[C:16]3[C:11](=[CH:12][CH:13]=[CH:14][CH:15]=3)[NH:10][CH:9]=2)[C:5]([Cl:17])=[CH:4][N:3]=1.[Cl:18][C:19]1[C:20]([N:28]2[CH2:33][CH2:32][CH:31]([N:34]3[CH2:39][CH2:38][N:37]([CH3:40])[CH2:36][CH2:35]3)[CH2:30][CH2:29]2)=[CH:21][C:22]([O:26][CH3:27])=[C:23]([CH:25]=1)[NH2:24]. Given the product [Cl:17][C:5]1[C:6]([C:8]2[C:16]3[C:11](=[CH:12][CH:13]=[CH:14][CH:15]=3)[NH:10][CH:9]=2)=[N:7][C:2]([NH:24][C:23]2[CH:25]=[C:19]([Cl:18])[C:20]([N:28]3[CH2:29][CH2:30][CH:31]([N:34]4[CH2:35][CH2:36][N:37]([CH3:40])[CH2:38][CH2:39]4)[CH2:32][CH2:33]3)=[CH:21][C:22]=2[O:26][CH3:27])=[N:3][CH:4]=1, predict the reactants needed to synthesize it. (7) Given the product [Cl:21][C:3]1[C:2]([NH:1][C:23]2[N:28]=[C:27]([N:29]([CH2:39][CH3:40])[CH2:30][C:31]3[CH:32]=[CH:33][C:34]([O:37][CH3:38])=[CH:35][CH:36]=3)[C:26]3=[N:41][CH:42]=[C:43]([C:44]#[N:45])[N:25]3[N:24]=2)=[CH:7][C:6]([C:8]#[N:9])=[CH:5][C:4]=1[CH:10]1[CH2:11][N:12]([C:14]([O:16][C:17]([CH3:18])([CH3:20])[CH3:19])=[O:15])[CH2:13]1, predict the reactants needed to synthesize it. The reactants are: [NH2:1][C:2]1[C:3]([Cl:21])=[C:4]([CH:10]2[CH2:13][N:12]([C:14]([O:16][C:17]([CH3:20])([CH3:19])[CH3:18])=[O:15])[CH2:11]2)[CH:5]=[C:6]([C:8]#[N:9])[CH:7]=1.Cl[C:23]1[N:28]=[C:27]([N:29]([CH2:39][CH3:40])[CH2:30][C:31]2[CH:36]=[CH:35][C:34]([O:37][CH3:38])=[CH:33][CH:32]=2)[C:26]2=[N:41][CH:42]=[C:43]([C:44]#[N:45])[N:25]2[N:24]=1.C1(P(C2C=CC=CC=2)C2C3OC4C(=CC=CC=4P(C4C=CC=CC=4)C4C=CC=CC=4)C(C)(C)C=3C=CC=2)C=CC=CC=1.